This data is from NCI-60 drug combinations with 297,098 pairs across 59 cell lines. The task is: Regression. Given two drug SMILES strings and cell line genomic features, predict the synergy score measuring deviation from expected non-interaction effect. Drug 1: C1CCN(CC1)CCOC2=CC=C(C=C2)C(=O)C3=C(SC4=C3C=CC(=C4)O)C5=CC=C(C=C5)O. Drug 2: C1=NC2=C(N=C(N=C2N1C3C(C(C(O3)CO)O)O)F)N. Cell line: 786-0. Synergy scores: CSS=-3.76, Synergy_ZIP=1.87, Synergy_Bliss=-0.160, Synergy_Loewe=-2.83, Synergy_HSA=-2.87.